Dataset: Catalyst prediction with 721,799 reactions and 888 catalyst types from USPTO. Task: Predict which catalyst facilitates the given reaction. (1) Reactant: [CH:1]([C@H:14]1[N:19]2[CH2:20][CH2:21][NH:22][CH2:23][C@H:18]2[CH2:17][N:16]([C:24]([O:26][C:27]([CH3:30])([CH3:29])[CH3:28])=[O:25])[CH2:15]1)([C:8]1[CH:13]=[CH:12][CH:11]=[CH:10][CH:9]=1)[C:2]1[CH:7]=[CH:6][CH:5]=[CH:4][CH:3]=1.C(N(CC)CC)C.[C:38](O)(=[O:45])[C:39]1[CH:44]=[CH:43][CH:42]=[N:41][CH:40]=1.[I-].ClC1C=CC=C[N+]=1C. Product: [CH:1]([C@H:14]1[N:19]2[CH2:20][CH2:21][N:22]([C:38]([C:39]3[CH:40]=[N:41][CH:42]=[CH:43][CH:44]=3)=[O:45])[CH2:23][C@H:18]2[CH2:17][N:16]([C:24]([O:26][C:27]([CH3:30])([CH3:29])[CH3:28])=[O:25])[CH2:15]1)([C:8]1[CH:13]=[CH:12][CH:11]=[CH:10][CH:9]=1)[C:2]1[CH:7]=[CH:6][CH:5]=[CH:4][CH:3]=1. The catalyst class is: 4. (2) Reactant: [F:1][C:2]1[CH:3]=[C:4]([C:14]2[N:19]=[CH:18][CH:17]=[CH:16][N:15]=2)[CH:5]=[CH:6][C:7]=1[N:8]1[CH2:13][CH2:12][NH:11][CH2:10][CH2:9]1.C(N(CC)CC)C.[Cl:27][CH2:28][C:29](Cl)=[O:30]. Product: [Cl:27][CH2:28][C:29]([N:11]1[CH2:12][CH2:13][N:8]([C:7]2[CH:6]=[CH:5][C:4]([C:14]3[N:15]=[CH:16][CH:17]=[CH:18][N:19]=3)=[CH:3][C:2]=2[F:1])[CH2:9][CH2:10]1)=[O:30]. The catalyst class is: 7. (3) Product: [CH2:1]=[CH:2][CH:3]=[CH2:4].[CH2:1]=[CH:2][C:3]1[CH:8]=[CH:7][CH:6]=[CH:5][CH:4]=1. Reactant: [CH2:1]=[CH:2][C:3]1[CH:8]=[CH:7][CH:6]=[CH:5][CH:4]=1.C=CC=C.C([Li])CCC.O. The catalyst class is: 81. (4) Reactant: [NH:1]1[C:9]2[C:4](=[CH:5][CH:6]=[C:7]([C:10]([NH:12][C@@H:13]([C:21]([N:23]3[CH2:28][CH2:27][CH:26]([CH:29]4[CH2:34][CH2:33][N:32]([CH3:35])[CH2:31][CH2:30]4)[CH2:25][CH2:24]3)=[O:22])[CH2:14][C:15]3[CH:16]=[N:17][CH:18]=[CH:19][CH:20]=3)=[O:11])[CH:8]=2)[CH:3]=[CH:2]1.[ClH:36]. The catalyst class is: 10. Product: [ClH:36].[NH:1]1[C:9]2[C:4](=[CH:5][CH:6]=[C:7]([C:10]([NH:12][C@@H:13]([C:21]([N:23]3[CH2:28][CH2:27][CH:26]([CH:29]4[CH2:30][CH2:31][N:32]([CH3:35])[CH2:33][CH2:34]4)[CH2:25][CH2:24]3)=[O:22])[CH2:14][C:15]3[CH:16]=[N:17][CH:18]=[CH:19][CH:20]=3)=[O:11])[CH:8]=2)[CH:3]=[CH:2]1. (5) Reactant: [O:1]1[CH2:4][CH:3]([OH:5])[CH2:2]1.CC([O-])(C)C.[K+].F[C:13]1[CH:18]=[CH:17][CH:16]=[C:15]([N+:19]([O-:21])=[O:20])[CH:14]=1. Product: [N+:19]([C:15]1[CH:14]=[C:13]([CH:18]=[CH:17][CH:16]=1)[O:5][CH:3]1[CH2:4][O:1][CH2:2]1)([O-:21])=[O:20]. The catalyst class is: 1.